From a dataset of Catalyst prediction with 721,799 reactions and 888 catalyst types from USPTO. Predict which catalyst facilitates the given reaction. (1) Reactant: [O:1]1[C:5]2[CH:6]=[CH:7][CH:8]=[CH:9][C:4]=2[N:3]=[C:2]1[N:10]([CH2:23][C:24]1[CH:29]=[CH:28][CH:27]=[C:26]([O:30][Si](C(C)(C)C)(C)C)[CH:25]=1)[CH2:11][CH2:12][CH2:13][O:14][C:15]1[CH:20]=[CH:19][C:18]([O:21][CH3:22])=[CH:17][CH:16]=1.C(=O)([O-])[O-].[Cs+].[Cs+]. Product: [O:1]1[C:5]2[CH:6]=[CH:7][CH:8]=[CH:9][C:4]=2[N:3]=[C:2]1[N:10]([CH2:23][C:24]1[CH:29]=[CH:28][CH:27]=[C:26]([OH:30])[CH:25]=1)[CH2:11][CH2:12][CH2:13][O:14][C:15]1[CH:20]=[CH:19][C:18]([O:21][CH3:22])=[CH:17][CH:16]=1. The catalyst class is: 35. (2) Reactant: [NH2:1][C:2]1[CH:7]=[C:6]([Cl:8])[N:5]=[C:4]([C:9]([O:11]C)=[O:10])[C:3]=1[Cl:13].[Br:14]Br. Product: [NH2:1][C:2]1[C:7]([Br:14])=[C:6]([Cl:8])[N:5]=[C:4]([C:9]([OH:11])=[O:10])[C:3]=1[Cl:13]. The catalyst class is: 65.